This data is from Forward reaction prediction with 1.9M reactions from USPTO patents (1976-2016). The task is: Predict the product of the given reaction. Given the reactants Br[C:2]1[CH:3]=[C:4]([NH:9][S:10]([C:13]2[CH:18]=[CH:17][C:16]([O:19][CH3:20])=[CH:15][CH:14]=2)(=[O:12])=[O:11])[C:5]([Cl:8])=[N:6][CH:7]=1.CC1(C)C(C)(C)OB([C:29]2[CH:30]=[C:31]3[C:36](=[CH:37][CH:38]=2)[N:35]=[CH:34][CH:33]=[CH:32]3)O1.C([O-])([O-])=O.[Na+].[Na+], predict the reaction product. The product is: [Cl:8][C:5]1[C:4]([NH:9][S:10]([C:13]2[CH:18]=[CH:17][C:16]([O:19][CH3:20])=[CH:15][CH:14]=2)(=[O:12])=[O:11])=[CH:3][C:2]([C:29]2[CH:30]=[C:31]3[C:36](=[CH:37][CH:38]=2)[N:35]=[CH:34][CH:33]=[CH:32]3)=[CH:7][N:6]=1.